This data is from Peptide-MHC class I binding affinity with 185,985 pairs from IEDB/IMGT. The task is: Regression. Given a peptide amino acid sequence and an MHC pseudo amino acid sequence, predict their binding affinity value. This is MHC class I binding data. (1) The peptide sequence is LSMGLITIAV. The MHC is HLA-A02:06 with pseudo-sequence HLA-A02:06. The binding affinity (normalized) is 0.684. (2) The peptide sequence is MAMTDTTPF. The MHC is HLA-B08:01 with pseudo-sequence HLA-B08:01. The binding affinity (normalized) is 0.498. (3) The peptide sequence is DRLHPPNKL. The MHC is HLA-A31:01 with pseudo-sequence HLA-A31:01. The binding affinity (normalized) is 0.0847. (4) The peptide sequence is REQASYLYV. The MHC is HLA-A26:01 with pseudo-sequence HLA-A26:01. The binding affinity (normalized) is 0.0847. (5) The peptide sequence is SDDQLRLLK. The MHC is HLA-A01:01 with pseudo-sequence HLA-A01:01. The binding affinity (normalized) is 0.0847.